This data is from Full USPTO retrosynthesis dataset with 1.9M reactions from patents (1976-2016). The task is: Predict the reactants needed to synthesize the given product. Given the product [NH2:29][C:26]([CH3:28])([CH3:27])[C@H:21]([NH:20][C:18](=[O:19])[C:17]1[CH:37]=[CH:38][C:14]([C:13]#[C:12]/[CH:11]=[CH:10]/[CH:9]([OH:8])[CH2:39][OH:40])=[CH:15][CH:16]=1)[C:22]([O:24][CH3:25])=[O:23], predict the reactants needed to synthesize it. The reactants are: [Si]([O:8][CH:9]([CH2:39][O:40][Si](C(C)(C)C)(C)C)/[CH:10]=[CH:11]/[C:12]#[C:13][C:14]1[CH:38]=[CH:37][C:17]([C:18]([NH:20][C@@H:21]([C:26]([NH:29]C(OC(C)(C)C)=O)([CH3:28])[CH3:27])[C:22]([O:24][CH3:25])=[O:23])=[O:19])=[CH:16][CH:15]=1)(C(C)(C)C)(C)C.Cl.C([O-])(O)=O.[Na+].